This data is from Forward reaction prediction with 1.9M reactions from USPTO patents (1976-2016). The task is: Predict the product of the given reaction. Given the reactants [K+].[N:2]1[CH:7]=[CH:6][C:5]([NH:8][C:9]2[C:17]3[C:12](=[CH:13][CH:14]=[CH:15][CH:16]=3)[NH:11][C:10]=2[C:18]([O-:20])=[O:19])=[CH:4][CH:3]=1.CN(C=O)C.Cl[CH2:27][N:28]([CH3:39])[S:29]([C:32]1[CH:37]=[CH:36][C:35]([CH3:38])=[CH:34][CH:33]=1)(=[O:31])=[O:30].O, predict the reaction product. The product is: [CH3:27][N:28]([CH2:39][O:19][C:18]([C:10]1[NH:11][C:12]2[C:17]([C:9]=1[NH:8][C:5]1[CH:6]=[CH:7][N:2]=[CH:3][CH:4]=1)=[CH:16][CH:15]=[CH:14][CH:13]=2)=[O:20])[S:29]([C:32]1[CH:37]=[CH:36][C:35]([CH3:38])=[CH:34][CH:33]=1)(=[O:30])=[O:31].